The task is: Predict the reaction yield, written as a fraction of the theoretical maximum amount of product (1.0 means a 100% yield; for example, 0.34 means a 34% yield).. This data is from Reaction yield outcomes from USPTO patents with 853,638 reactions. (1) The reactants are [Br:1][C:2]1[C:3](=[O:17])[N:4]([CH2:9][C:10]2[CH:15]=[CH:14][C:13]([Cl:16])=[CH:12][CH:11]=2)[C:5](=[O:8])[NH:6][N:7]=1.[C:18]([C:20]1[CH:21]=[C:22](B(O)O)[CH:23]=[CH:24][CH:25]=1)#[N:19].N1C=CC=CC=1.[N+]1([O-])C=CC=CC=1. The catalyst is C(Cl)Cl.C([O-])(=O)C.[Cu+2].C([O-])(=O)C. The product is [Cl:16][C:13]1[CH:14]=[CH:15][C:10]([CH2:9][N:4]2[C:3](=[O:17])[C:2]([Br:1])=[N:7][N:6]([C:24]3[CH:25]=[C:20]([CH:21]=[CH:22][CH:23]=3)[C:18]#[N:19])[C:5]2=[O:8])=[CH:11][CH:12]=1. The yield is 0.380. (2) The reactants are [CH:1]([N:14]1[CH2:17][CH:16]([OH:18])[CH2:15]1)([C:8]1[CH:13]=[CH:12][CH:11]=[CH:10][CH:9]=1)[C:2]1[CH:7]=[CH:6][CH:5]=[CH:4][CH:3]=1.C1(C)C=CC(S(O)(=O)=O)=CC=1.[Cl:30][C:31]1[CH:45]=[CH:44][C:34]([CH:35](O)[C:36]2[CH:41]=[CH:40][C:39]([Cl:42])=[CH:38][CH:37]=2)=[CH:33][CH:32]=1. The catalyst is C1(C)C=CC=CC=1. The product is [CH:1]([N:14]1[CH2:17][CH:16]([O:18][CH:35]([C:34]2[CH:44]=[CH:45][C:31]([Cl:30])=[CH:32][CH:33]=2)[C:36]2[CH:37]=[CH:38][C:39]([Cl:42])=[CH:40][CH:41]=2)[CH2:15]1)([C:8]1[CH:13]=[CH:12][CH:11]=[CH:10][CH:9]=1)[C:2]1[CH:3]=[CH:4][CH:5]=[CH:6][CH:7]=1. The yield is 0.400. (3) The reactants are [CH:1]12[CH2:7][CH:4]([CH2:5][CH2:6]1)[CH:3]([C:8]([O:10][CH2:11][CH3:12])=[O:9])[NH:2]2.C(N(CC)CC)C.[CH3:20][O:21][C:22]1[CH:27]=[CH:26][C:25]([S:28](Cl)(=[O:30])=[O:29])=[CH:24][CH:23]=1. The catalyst is C(Cl)(Cl)Cl. The product is [CH3:20][O:21][C:22]1[CH:23]=[CH:24][C:25]([S:28]([N:2]2[CH:3]([C:8]([O:10][CH2:11][CH3:12])=[O:9])[CH:4]3[CH2:7][CH:1]2[CH2:6][CH2:5]3)(=[O:30])=[O:29])=[CH:26][CH:27]=1. The yield is 0.700. (4) The reactants are [CH3:1][O:2][C:3](=[O:23])[CH2:4][CH2:5][C:6]1[CH:11]=[CH:10][C:9]([O:12][C:13]2[CH:18]=[CH:17][CH:16]=[C:15]([CH2:19][NH2:20])[CH:14]=2)=[CH:8][C:7]=1[CH2:21][CH3:22].[F:24][C:25]1[CH:33]=[C:32]([C:34]([F:37])([F:36])[F:35])[CH:31]=[CH:30][C:26]=1[C:27](O)=[O:28].O.ON1C2C=CC=CC=2N=N1.Cl.CN(C)CCCN=C=NCC.C(N(CC)C(C)C)(C)C. The catalyst is C1COCC1. The product is [CH3:1][O:2][C:3](=[O:23])[CH2:4][CH2:5][C:6]1[CH:11]=[CH:10][C:9]([O:12][C:13]2[CH:18]=[CH:17][CH:16]=[C:15]([CH2:19][NH:20][C:27](=[O:28])[C:26]3[CH:30]=[CH:31][C:32]([C:34]([F:35])([F:36])[F:37])=[CH:33][C:25]=3[F:24])[CH:14]=2)=[CH:8][C:7]=1[CH2:21][CH3:22]. The yield is 0.530. (5) The reactants are C1(S([N:10]2[C:14]3[CH:15]=[N:16][C:17]([C:32]#[N:33])=[C:18]([O:19][CH:20]4[CH2:25][CH2:24][N:23]([CH2:26][CH2:27][S:28]([CH3:31])(=[O:30])=[O:29])[CH2:22][CH2:21]4)[C:13]=3[C:12]3[CH:34]=[CH:35][CH:36]=[N:37][C:11]2=3)(=O)=O)C=CC=CC=1.C(=O)([O-])[O-].[K+].[K+]. The catalyst is CO. The product is [CH3:31][S:28]([CH2:27][CH2:26][N:23]1[CH2:24][CH2:25][CH:20]([O:19][C:18]2[C:13]3[C:12]4[CH:34]=[CH:35][CH:36]=[N:37][C:11]=4[NH:10][C:14]=3[CH:15]=[N:16][C:17]=2[C:32]#[N:33])[CH2:21][CH2:22]1)(=[O:30])=[O:29]. The yield is 0.470. (6) The reactants are [F:1][C:2]1[CH:7]=[C:6]([F:8])[CH:5]=[CH:4][C:3]=1[S:9][CH:10]1[CH2:15][CH2:14][N:13]([C:16]([O:18][C:19]([CH3:22])([CH3:21])[CH3:20])=[O:17])[CH2:12][CH2:11]1.[OH:23]OS([O-])=O.[K+].[OH2:29]. The catalyst is C1COCC1.CO. The product is [F:1][C:2]1[CH:7]=[C:6]([F:8])[CH:5]=[CH:4][C:3]=1[S:9]([CH:10]1[CH2:11][CH2:12][N:13]([C:16]([O:18][C:19]([CH3:22])([CH3:21])[CH3:20])=[O:17])[CH2:14][CH2:15]1)(=[O:23])=[O:29]. The yield is 0.560. (7) The reactants are I[CH3:2].[CH:3]1([N:6]2[C:10]([C:11]3[CH:16]=[CH:15][N:14]=[CH:13][CH:12]=3)=[N:9][NH:8][C:7]2=[S:17])[CH2:5][CH2:4]1. The catalyst is C(O)C.[OH-].[Na+]. The product is [CH:3]1([N:6]2[C:7]([S:17][CH3:2])=[N:8][N:9]=[C:10]2[C:11]2[CH:16]=[CH:15][N:14]=[CH:13][CH:12]=2)[CH2:5][CH2:4]1. The yield is 0.690.